Regression/Classification. Given a drug SMILES string, predict its absorption, distribution, metabolism, or excretion properties. Task type varies by dataset: regression for continuous measurements (e.g., permeability, clearance, half-life) or binary classification for categorical outcomes (e.g., BBB penetration, CYP inhibition). Dataset: cyp1a2_veith. From a dataset of CYP1A2 inhibition data for predicting drug metabolism from PubChem BioAssay. (1) The drug is Cc1c(NC(=O)C(Sc2ccccc2)c2ccccc2)cccc1[N+](=O)[O-]. The result is 0 (non-inhibitor). (2) The compound is CCNc1ncc2nc(-c3ccc(F)cc3)c(=O)n(CCc3ccccc3)c2n1. The result is 0 (non-inhibitor).